From a dataset of Full USPTO retrosynthesis dataset with 1.9M reactions from patents (1976-2016). Predict the reactants needed to synthesize the given product. (1) Given the product [Cl:20][C:5]1[C:6]([NH:9][C@@H:10]2[C@@H:15]3[CH2:16][C@@H:12]([CH:13]=[CH:14]3)[C@@H:11]2[C:17]([NH2:19])=[O:18])=[C:7]2[N:8]=[C:34]([C:33]3[CH:36]=[CH:37][C:30]([CH:27]4[CH2:28][CH2:29][N:24]([CH2:23][C@@H:22]([OH:21])[CH3:40])[CH2:25][CH2:26]4)=[CH:31][C:32]=3[O:38][CH3:39])[NH:1][C:2]2=[N:3][CH:4]=1, predict the reactants needed to synthesize it. The reactants are: [NH2:1][C:2]1[C:7]([NH2:8])=[C:6]([NH:9][C@@H:10]2[C@@H:15]3[CH2:16][C@@H:12]([CH:13]=[CH:14]3)[C@@H:11]2[C:17]([NH2:19])=[O:18])[C:5]([Cl:20])=[CH:4][N:3]=1.[OH:21][C@@H:22]([CH3:40])[CH2:23][N:24]1[CH2:29][CH2:28][CH:27]([C:30]2[CH:37]=[CH:36][C:33]([CH:34]=O)=[C:32]([O:38][CH3:39])[CH:31]=2)[CH2:26][CH2:25]1. (2) Given the product [CH:1]1(/[CH:6]=[C:7](\[C:11]2[CH:24]=[CH:23][C:22]3[S:21](=[O:25])(=[O:26])[C:20]4[C:15](=[CH:16][CH:17]=[CH:18][CH:19]=4)[N:14]([CH3:27])[C:13]=3[CH:12]=2)/[C:8]([NH:34][C:31]2[CH:32]=[CH:33][N:29]([CH3:28])[N:30]=2)=[O:10])[CH2:5][CH2:4][CH2:3][CH2:2]1, predict the reactants needed to synthesize it. The reactants are: [CH:1]1(/[CH:6]=[C:7](\[C:11]2[CH:24]=[CH:23][C:22]3[S:21](=[O:26])(=[O:25])[C:20]4[C:15](=[CH:16][CH:17]=[CH:18][CH:19]=4)[N:14]([CH3:27])[C:13]=3[CH:12]=2)/[C:8]([OH:10])=O)[CH2:5][CH2:4][CH2:3][CH2:2]1.[CH3:28][N:29]1[CH:33]=[CH:32][C:31]([NH2:34])=[N:30]1.C(N(CC)C(C)C)(C)C.CN(C(ON1N=NC2C=CC=NC1=2)=[N+](C)C)C.F[P-](F)(F)(F)(F)F.C1C=NC2N(O)N=NC=2C=1.